From a dataset of Forward reaction prediction with 1.9M reactions from USPTO patents (1976-2016). Predict the product of the given reaction. (1) Given the reactants [Cl:1][C:2]1[N:7]=[CH:6][C:5]2[C:8]([N:14]3[CH2:17][CH:16]([C:18]([O-:20])=[O:19])[CH2:15]3)=[N:9][N:10]([CH:11]([CH3:13])[CH3:12])[C:4]=2[CH:3]=1.[OH-].[Na+], predict the reaction product. The product is: [Cl:1][C:2]1[N:7]=[CH:6][C:5]2[C:8]([N:14]3[CH2:17][CH:16]([C:18]([OH:20])=[O:19])[CH2:15]3)=[N:9][N:10]([CH:11]([CH3:13])[CH3:12])[C:4]=2[CH:3]=1. (2) The product is: [CH3:19][S:20]([NH:1][C@@H:2]1[C:10]2[C:5](=[CH:6][CH:7]=[CH:8][CH:9]=2)[CH2:4][C@@H:3]1[O:11][S:20]([CH3:19])(=[O:22])=[O:21])(=[O:22])=[O:21]. Given the reactants [NH2:1][C@@H:2]1[C:10]2[C:5](=[CH:6][CH:7]=[CH:8][CH:9]=2)[CH2:4][C@@H:3]1[OH:11].C(N(CC)CC)C.[CH3:19][S:20](Cl)(=[O:22])=[O:21], predict the reaction product.